From a dataset of Reaction yield outcomes from USPTO patents with 853,638 reactions. Predict the reaction yield, written as a fraction of the theoretical maximum amount of product (1.0 means a 100% yield; for example, 0.34 means a 34% yield). (1) The reactants are [Br:1][C:2]1[C:7]2NC(=O)[O:10][C:11](=O)[C:6]=2[C:5]([O:14][CH3:15])=[CH:4][CH:3]=1.Cl.[C:17]([C:20]1[CH:21]=[N:22][CH:23]=[CH:24][CH:25]=1)(=[NH:19])[NH2:18]. The catalyst is N1C=CC=CC=1.O. The product is [Br:1][C:2]1[CH:3]=[CH:4][C:5]([O:14][CH3:15])=[C:6]2[C:7]=1[N:18]=[C:17]([C:20]1[CH:21]=[N:22][CH:23]=[CH:24][CH:25]=1)[NH:19][C:11]2=[O:10]. The yield is 0.730. (2) The reactants are [N:1]1[C:9]([NH2:10])=[C:8]2[C:4]([N:5]=[CH:6][NH:7]2)=[N:3][CH:2]=1.[Br:11]Br.N. The catalyst is C(Cl)(Cl)Cl. The product is [Br:11][C:6]1[NH:7][C:8]2[C:4](=[N:3][CH:2]=[N:1][C:9]=2[NH2:10])[N:5]=1. The yield is 0.600. (3) The product is [CH3:18][C:16]1[CH2:15][CH2:14][C@@H:2]([C:1]([O:5][C@H:6]2[C:10]([CH3:12])([CH3:11])[CH2:9][O:8][C:7]2=[O:13])=[O:4])[CH2:3][CH:17]=1. The yield is 0.460. The reactants are [C:1]([O:5][C@H:6]1[C:10]([CH3:12])([CH3:11])[CH2:9][O:8][C:7]1=[O:13])(=[O:4])[CH:2]=[CH2:3].[CH2:14]=[CH:15][C:16](=[CH2:18])[CH3:17]. The catalyst is ClCCl.[Ti](Cl)(Cl)(Cl)Cl. (4) The reactants are [CH3:1][O:2][C:3]1[CH:4]=[C:5]([CH:11]2[CH2:16][C:15](=O)[N:14]([C:18]3[C:19]([CH3:38])=[C:20]([CH3:37])[C:21]4[O:25][C:24]([CH3:27])([CH3:26])[C@H:23]([C:28]5[CH:33]=[CH:32][C:31]([CH3:34])=[CH:30][CH:29]=5)[C:22]=4[C:35]=3[CH3:36])[C:13](=O)[CH2:12]2)[CH:6]=[CH:7][C:8]=1[O:9][CH3:10]. The catalyst is CCCCCC. The product is [CH3:1][O:2][C:3]1[CH:4]=[C:5]([CH:11]2[CH2:12][CH2:13][N:14]([C:18]3[C:19]([CH3:38])=[C:20]([CH3:37])[C:21]4[O:25][C:24]([CH3:27])([CH3:26])[C@H:23]([C:28]5[CH:33]=[CH:32][C:31]([CH3:34])=[CH:30][CH:29]=5)[C:22]=4[C:35]=3[CH3:36])[CH2:15][CH2:16]2)[CH:6]=[CH:7][C:8]=1[O:9][CH3:10]. The yield is 0.540. (5) The reactants are [OH:1][C@H:2]1[CH2:15][C@H:14]2[C@@H:5]([C@@H:6]3[C@@H:11]([CH2:12][CH2:13]2)[CH2:10][C@@:9]2([CH3:20])[CH2:16][C:17](=[O:19])[CH2:18][C@@H:8]2[CH2:7]3)[CH2:4][CH2:3]1.[I-].[CH3:22][S+](C)C.CC(C)([O-])C.[K+].O. The catalyst is CS(C)=O. The product is [CH3:20][C@:9]12[C@@:16]3([CH2:17][O:19]3)[CH2:22][CH2:18][C@@H:8]1[CH2:7][C@H:6]1[C@@H:11]([CH2:12][CH2:13][C@@H:14]3[C@@H:5]1[CH2:4][CH2:3][C@@H:2]([OH:1])[CH2:15]3)[CH2:10]2. The yield is 0.750. (6) The reactants are [OH:1][C:2]1[CH:3]=[C:4]2[C:8](=[CH:9][CH:10]=1)[C:7](=O)[NH:6][C:5]2=[O:12].[C:13](=[O:16])([O-])[O-].[K+].[K+].[F:19][C:20]1[CH:27]=[CH:26][C:23]([CH2:24]Br)=[CH:22][CH:21]=1. The catalyst is C(O)C. The product is [F:19][C:20]1[CH:27]=[CH:26][C:23]([CH2:7][N:6]2[C:5](=[O:12])[C:4]3[C:8](=[CH:9][CH:10]=[C:2]([O:1][CH2:24][C:23]4[CH:26]=[CH:27][C:20]([F:19])=[CH:21][CH:22]=4)[CH:3]=3)[C:13]2=[O:16])=[CH:22][CH:21]=1. The yield is 0.0300. (7) The reactants are C[Mg+].[Br-].CCOCC.[CH:9]([NH:12][CH:13]([CH3:15])[CH3:14])([CH3:11])[CH3:10].[Cl:16][C:17]1[CH:24]=[CH:23][CH:22]=[C:21]([Cl:25])[C:18]=1[C:19]#[N:20]. The catalyst is C1(C)C=CC=CC=1. The product is [CH:9]([N:12]([CH:13]([CH3:15])[CH3:14])[C:19](=[NH:20])[C:18]1[C:17]([Cl:16])=[CH:24][CH:23]=[CH:22][C:21]=1[Cl:25])([CH3:11])[CH3:10]. The yield is 0.310.